This data is from Forward reaction prediction with 1.9M reactions from USPTO patents (1976-2016). The task is: Predict the product of the given reaction. (1) Given the reactants COC(=O)[CH2:4][CH2:5][C:6]1[CH:14]=[CH:13][C:12]2[C:8](=[C:9]([CH3:16])[N:10]([CH3:15])[N:11]=2)[C:7]=1[C:17]([O:19]C)=O.[H-].[Na+].Cl.[OH-].[Na+], predict the reaction product. The product is: [CH3:16][C:9]1[N:10]([CH3:15])[N:11]=[C:12]2[C:8]=1[C:7]1[C:17](=[O:19])[CH2:4][CH2:5][C:6]=1[CH:14]=[CH:13]2. (2) Given the reactants [NH2:1][C:2]1[CH:3]=[CH:4][CH:5]=[C:6]2[C:11]=1[N:10]=[CH:9][CH:8]=[CH:7]2.C(N(CC)CC)C.[C:19](OC(=O)C)(=[O:21])[CH3:20].C([O-])(O)=O.[Na+], predict the reaction product. The product is: [N:10]1[C:11]2[C:6](=[CH:5][CH:4]=[CH:3][C:2]=2[NH:1][C:19](=[O:21])[CH3:20])[CH:7]=[CH:8][CH:9]=1. (3) Given the reactants [CH3:1][C:2]([C:10]1[CH:11]=[C:12]([OH:17])[C:13](Br)=[CH:14][CH:15]=1)([CH3:9])[CH2:3][CH2:4][CH2:5][CH2:6][CH2:7][CH3:8].[N:18]1[CH:23]=[CH:22][CH:21]=[C:20](B(O)O)[CH:19]=1, predict the reaction product. The product is: [CH3:1][C:2]([C:10]1[CH:15]=[CH:14][C:13]([C:20]2[CH:19]=[N:18][CH:23]=[CH:22][CH:21]=2)=[C:12]([OH:17])[CH:11]=1)([CH3:9])[CH2:3][CH2:4][CH2:5][CH2:6][CH2:7][CH3:8]. (4) Given the reactants CO.[F:3][C:4]1[CH:28]=[CH:27][C:7]([NH:8][C:9]2[CH:18]=[C:17](/[CH:19]=[CH:20]/[C:21]3[CH:26]=[CH:25][CH:24]=[CH:23][CH:22]=3)[CH:16]=[CH:15][C:10]=2[C:11]([O:13]C)=[O:12])=[CH:6][CH:5]=1.[OH-].[Na+], predict the reaction product. The product is: [F:3][C:4]1[CH:28]=[CH:27][C:7]([NH:8][C:9]2[CH:18]=[C:17](/[CH:19]=[CH:20]/[C:21]3[CH:22]=[CH:23][CH:24]=[CH:25][CH:26]=3)[CH:16]=[CH:15][C:10]=2[C:11]([OH:13])=[O:12])=[CH:6][CH:5]=1.